Dataset: HIV replication inhibition screening data with 41,000+ compounds from the AIDS Antiviral Screen. Task: Binary Classification. Given a drug SMILES string, predict its activity (active/inactive) in a high-throughput screening assay against a specified biological target. The molecule is O=C1C(C(O)(C(F)(F)F)C(F)(F)F)CCC1C(O)(C(F)(F)F)C(F)(F)F. The result is 0 (inactive).